From a dataset of Forward reaction prediction with 1.9M reactions from USPTO patents (1976-2016). Predict the product of the given reaction. Given the reactants Cl[C:2]1[C:7]([Cl:8])=[N:6][CH:5]=[CH:4][N:3]=1.[CH3:9][NH2:10], predict the reaction product. The product is: [Cl:8][C:7]1[C:2]([NH:10][CH3:9])=[N:3][CH:4]=[CH:5][N:6]=1.